Dataset: Forward reaction prediction with 1.9M reactions from USPTO patents (1976-2016). Task: Predict the product of the given reaction. (1) Given the reactants FC(F)(F)C(O)=O.[NH2:8][C@H:9]([C:19]1[C:24]([C:25]2[CH:26]=[CH:27][C:28]([F:34])=[C:29]([CH:33]=2)[C:30]([NH2:32])=[O:31])=[CH:23][CH:22]=[CH:21][N:20]=1)[CH2:10][C:11]1[CH:16]=[C:15]([F:17])[CH:14]=[C:13]([F:18])[CH:12]=1.[F:35][C:36]1([F:54])[C:40]2[N:41]([CH2:48][C:49](OCC)=[O:50])[N:42]=[C:43]([C:44]([F:47])([F:46])[F:45])[C:39]=2[CH2:38][CH2:37]1, predict the reaction product. The product is: [F:54][C:36]1([F:35])[C:40]2[N:41]([CH2:48][C:49]([NH:8][C@H:9]([C:19]3[C:24]([C:25]4[CH:26]=[CH:27][C:28]([F:34])=[C:29]([CH:33]=4)[C:30]([NH2:32])=[O:31])=[CH:23][CH:22]=[CH:21][N:20]=3)[CH2:10][C:11]3[CH:12]=[C:13]([F:18])[CH:14]=[C:15]([F:17])[CH:16]=3)=[O:50])[N:42]=[C:43]([C:44]([F:45])([F:46])[F:47])[C:39]=2[CH2:38][CH2:37]1. (2) Given the reactants [CH2:1]([OH:4])[C:2]#[CH:3].[OH:5][CH2:6][C@H:7]([NH:18][C:19]([C:21]1[C:26]2[O:27][CH2:28][CH2:29][CH2:30][CH2:31][C:25]=2[CH:24]=[C:23](Br)[CH:22]=1)=[O:20])[CH2:8][C:9]1[C:17]2[C:12](=[CH:13][CH:14]=[CH:15][CH:16]=2)[NH:11][CH:10]=1.CCCC[N+](CCCC)(CCCC)CCCC.[F-], predict the reaction product. The product is: [OH:5][CH2:6][C@H:7]([NH:18][C:19]([C:21]1[C:26]2[O:27][CH2:28][CH2:29][CH2:30][CH2:31][C:25]=2[CH:24]=[C:23]([C:3]#[C:2][CH2:1][OH:4])[CH:22]=1)=[O:20])[CH2:8][C:9]1[C:17]2[C:12](=[CH:13][CH:14]=[CH:15][CH:16]=2)[NH:11][CH:10]=1. (3) Given the reactants Cl.[O:2]([NH2:4])[CH3:3].CO[CH:7](OC)[CH2:8][CH2:9][CH2:10][N:11]1[C:23]2[C:22]3[CH:21]=[CH:20][CH:19]=[CH:18][C:17]=3[N:16]=[C:15]([NH2:24])[C:14]=2[N:13]=[C:12]1[CH3:25], predict the reaction product. The product is: [CH3:3][O:2][N:4]=[CH:7][CH2:8][CH2:9][CH2:10][N:11]1[C:23]2[C:22]3[CH:21]=[CH:20][CH:19]=[CH:18][C:17]=3[N:16]=[C:15]([NH2:24])[C:14]=2[N:13]=[C:12]1[CH3:25]. (4) Given the reactants [CH:1]12[O:7][CH:6]1[CH2:5][CH2:4][O:3][CH2:2]2.[N-:8]=[N+:9]=[N-:10].[Na+].[Cl-].[NH4+].O, predict the reaction product. The product is: [N:8]([CH:6]1[CH2:5][CH2:4][O:3][CH2:2][CH:1]1[OH:7])=[N+:9]=[N-:10]. (5) Given the reactants Cl[C:2]1[C:11]2[C:6](=[C:7]([Cl:14])[C:8]([O:12][CH3:13])=[CH:9][CH:10]=2)[N:5]=[C:4]([C:15]2[S:16][CH:17]=[C:18]([CH:20]3[CH2:22][CH2:21]3)[N:19]=2)[CH:3]=1.[CH:23]1([S:26]([NH:29][C:30]([C@@:32]23[CH2:47][C@H:46]2[CH:45]=[CH:44][CH2:43][CH2:42][CH2:41][CH2:40][CH2:39][C@H:38]([NH:48][C:49](=[O:55])[O:50][C:51]([CH3:54])([CH3:53])[CH3:52])[C:37](=[O:56])[N:36]2[CH2:57][C@H:58]([OH:60])[CH2:59][C@H:35]2[C:34](=[O:61])[NH:33]3)=[O:31])(=[O:28])=[O:27])[CH2:25][CH2:24]1.CC(C)([O-])C.[K+], predict the reaction product. The product is: [Cl:14][C:7]1[C:8]([O:12][CH3:13])=[CH:9][CH:10]=[C:11]2[C:6]=1[N:5]=[C:4]([C:15]1[S:16][CH:17]=[C:18]([CH:20]3[CH2:22][CH2:21]3)[N:19]=1)[CH:3]=[C:2]2[O:60][C@H:58]1[CH2:57][N:36]2[C:37](=[O:56])[C@@H:38]([NH:48][C:49](=[O:55])[O:50][C:51]([CH3:52])([CH3:53])[CH3:54])[CH2:39][CH2:40][CH2:41][CH2:42][CH2:43][CH:44]=[CH:45][C@@H:46]3[CH2:47][C@@:32]3([C:30](=[O:31])[NH:29][S:26]([CH:23]3[CH2:25][CH2:24]3)(=[O:27])=[O:28])[NH:33][C:34](=[O:61])[C@@H:35]2[CH2:59]1. (6) Given the reactants [Cl-].[NH4+].[F:3][C:4]1[CH:9]=[CH:8][C:7]([C@@H:10]([NH:13][C:14]2[C:19]([N+:20]([O-])=O)=[CH:18][CH:17]=[C:16]([NH:23][C:24]3[CH:28]=[C:27]([CH3:29])[NH:26][N:25]=3)[N:15]=2)[CH2:11][OH:12])=[CH:6][CH:5]=1.C([O-])(=O)C.[NH4+], predict the reaction product. The product is: [NH2:20][C:19]1[C:14]([NH:13][C@H:10]([C:7]2[CH:6]=[CH:5][C:4]([F:3])=[CH:9][CH:8]=2)[CH2:11][OH:12])=[N:15][C:16]([NH:23][C:24]2[CH:28]=[C:27]([CH3:29])[NH:26][N:25]=2)=[CH:17][CH:18]=1. (7) Given the reactants [CH2:1]([NH2:9])[CH2:2][CH2:3][CH2:4][CH2:5][CH2:6][CH2:7][CH3:8].[CH3:10][O:11][C:12]1[CH:13]=[C:14]([CH:19]=[CH:20][CH:21]=1)[CH2:15][N:16]=[C:17]=[S:18], predict the reaction product. The product is: [CH3:10][O:11][C:12]1[CH:13]=[C:14]([CH:19]=[CH:20][CH:21]=1)[CH2:15][NH:16][C:17]([NH:9][CH2:1][CH2:2][CH2:3][CH2:4][CH2:5][CH2:6][CH2:7][CH3:8])=[S:18]. (8) Given the reactants [N+:1]([C:4]1[CH:5]=[C:6]2[C:11](=[CH:12][CH:13]=1)[N:10]=[C:9]([C:14]1[CH:19]=[CH:18][CH:17]=[C:16]([F:20])[CH:15]=1)[CH:8]=[C:7]2Cl)([O-:3])=[O:2].[CH3:22][NH:23][CH3:24].O, predict the reaction product. The product is: [N+:1]([C:4]1[CH:5]=[C:6]2[C:11](=[CH:12][CH:13]=1)[N:10]=[C:9]([C:14]1[CH:19]=[CH:18][CH:17]=[C:16]([F:20])[CH:15]=1)[CH:8]=[C:7]2[N:23]([CH3:24])[CH3:22])([O-:3])=[O:2]. (9) Given the reactants C(S[N:6]=[N:7][C:8]1[C:9]([CH3:19])=[C:10]([C:15]([F:18])=[CH:16][CH:17]=1)[C:11]([O:13][CH3:14])=[O:12])(C)(C)C.CC(C)([O-])C.[K+], predict the reaction product. The product is: [F:18][C:15]1[CH:16]=[CH:17][C:8]2[C:9](=[CH:19][NH:6][N:7]=2)[C:10]=1[C:11]([O:13][CH3:14])=[O:12].